This data is from Peptide-MHC class II binding affinity with 134,281 pairs from IEDB. The task is: Regression. Given a peptide amino acid sequence and an MHC pseudo amino acid sequence, predict their binding affinity value. This is MHC class II binding data. (1) The peptide sequence is PEVKYAVFEAALTKA. The MHC is HLA-DPA10103-DPB10401 with pseudo-sequence HLA-DPA10103-DPB10401. The binding affinity (normalized) is 0.430. (2) The peptide sequence is VIDWLVSNQSVRNRQEGLY. The MHC is DRB3_0202 with pseudo-sequence DRB3_0202. The binding affinity (normalized) is 0.901. (3) The binding affinity (normalized) is 0.404. The peptide sequence is FSRNYQISKSASLPMF. The MHC is H-2-IAb with pseudo-sequence H-2-IAb. (4) The peptide sequence is GVWVLAEPTKGKNNS. The MHC is DRB1_0101 with pseudo-sequence DRB1_0101. The binding affinity (normalized) is 0.687. (5) The peptide sequence is SGEGSFQPSQENPQ. The MHC is HLA-DQA10103-DQB10302 with pseudo-sequence CNFHQGGGARVAHIMYFGLTYYAVRTETVHLETT. The binding affinity (normalized) is 0.297.